Dataset: Reaction yield outcomes from USPTO patents with 853,638 reactions. Task: Predict the reaction yield, written as a fraction of the theoretical maximum amount of product (1.0 means a 100% yield; for example, 0.34 means a 34% yield). (1) The reactants are [CH2:1]([O:3][C:4]([C:6]1[CH:10]=[C:9]([O:11][CH:12]2[CH2:17][CH2:16][CH2:15][CH2:14][C:13]2=O)[NH:8][N:7]=1)=[O:5])[CH3:2].CS(O)(=O)=O. The catalyst is C(O)(=O)C.C1(C)C=CC=CC=1. The product is [N:7]1[N:8]2[C:9]([O:11][C:12]3[CH2:17][CH2:16][CH2:15][CH2:14][C:13]=32)=[CH:10][C:6]=1[C:4]([O:3][CH2:1][CH3:2])=[O:5]. The yield is 0.590. (2) The reactants are [H-].[Na+].[CH3:3][C:4]1[CH:9]=[CH:8][C:7]([CH:10]([OH:15])[C:11]([F:14])([F:13])[F:12])=[CH:6][CH:5]=1.[NH2:16][C:17]1[N:22]=[C:21](Cl)[CH:20]=[C:19]([Cl:24])[N:18]=1.O. The catalyst is C1COCC1.C(OCC)(=O)C. The product is [Cl:24][C:19]1[CH:20]=[C:21]([O:15][CH:10]([C:7]2[CH:8]=[CH:9][C:4]([CH3:3])=[CH:5][CH:6]=2)[C:11]([F:12])([F:13])[F:14])[N:22]=[C:17]([NH2:16])[N:18]=1. The yield is 0.660. (3) The product is [C:1]([O:5][C:6]([N:8]1[CH2:13][CH:12]=[C:11]([C:24]2[CH:25]=[CH:26][CH:27]=[CH:28][N:23]=2)[CH2:10][CH2:9]1)=[O:7])([CH3:4])([CH3:3])[CH3:2]. The catalyst is C1COCC1.C1C=CC([P]([Pd]([P](C2C=CC=CC=2)(C2C=CC=CC=2)C2C=CC=CC=2)([P](C2C=CC=CC=2)(C2C=CC=CC=2)C2C=CC=CC=2)[P](C2C=CC=CC=2)(C2C=CC=CC=2)C2C=CC=CC=2)(C2C=CC=CC=2)C2C=CC=CC=2)=CC=1. The reactants are [C:1]([O:5][C:6]([N:8]1[CH2:13][CH:12]=[C:11](OS(C(F)(F)F)(=O)=O)[CH2:10][CH2:9]1)=[O:7])([CH3:4])([CH3:3])[CH3:2].[Br-].[N:23]1[CH:28]=[CH:27][CH:26]=[CH:25][C:24]=1[Zn+]. The yield is 0.640.